Dataset: Forward reaction prediction with 1.9M reactions from USPTO patents (1976-2016). Task: Predict the product of the given reaction. (1) The product is: [C:1]([C:4](=[O:54])[CH:5]([NH:11][C:12]([C@@H:14]1[N:19]([CH2:20][C:21]2[CH:22]=[CH:23][C:24]([Cl:27])=[CH:25][CH:26]=2)[CH2:18][CH2:17][N:16]([C:28]([C@@H:30]([NH:35][C:36]([C@@H:38]([NH:45][C:46]([C:48]2[CH:53]=[N:52][CH:51]=[CH:50][N:49]=2)=[O:47])[CH:39]2[CH2:40][CH2:41][CH2:42][CH2:43][CH2:44]2)=[O:37])[C:31]([CH3:33])([CH3:34])[CH3:32])=[O:29])[CH2:15]1)=[O:13])[CH2:6][CH:7]1[CH2:10][CH2:9][CH2:8]1)(=[O:3])[NH2:2]. Given the reactants [C:1]([CH:4]([OH:54])[CH:5]([NH:11][C:12]([C@@H:14]1[N:19]([CH2:20][C:21]2[CH:26]=[CH:25][C:24]([Cl:27])=[CH:23][CH:22]=2)[CH2:18][CH2:17][N:16]([C:28]([C@@H:30]([NH:35][C:36]([C@@H:38]([NH:45][C:46]([C:48]2[CH:53]=[N:52][CH:51]=[CH:50][N:49]=2)=[O:47])[CH:39]2[CH2:44][CH2:43][CH2:42][CH2:41][CH2:40]2)=[O:37])[C:31]([CH3:34])([CH3:33])[CH3:32])=[O:29])[CH2:15]1)=[O:13])[CH2:6][CH:7]1[CH2:10][CH2:9][CH2:8]1)(=[O:3])[NH2:2].CC(OI1(OC(C)=O)(OC(C)=O)OC(=O)C2C=CC=CC1=2)=O, predict the reaction product. (2) Given the reactants [CH3:1][C:2]1[C@@H:19]([O:20][C:21]([C@H:23]([OH:40])[C@@H:24]([NH:31][C:32]([C:34]2[CH:35]=[CH:36][CH:37]=[CH:38][CH:39]=2)=[O:33])[C:25]2[CH:26]=[CH:27][CH:28]=[CH:29][CH:30]=2)=[O:22])[CH2:18][C@:14]2([OH:41])[C:15]([CH3:17])([CH3:16])[C:3]=1[C@@H:4]([O:59][C:60]([CH3:62])=[O:61])[C:5]([C@@:7]1([CH3:58])[C@H:12]([C@@H:13]2[O:42][C:43]([C:45]2[CH:46]=[CH:47][CH:48]=[CH:49][CH:50]=2)=[O:44])[C@:11]2([O:53][C:54]([CH3:56])=[O:55])[CH2:51][O:52][C@@H:10]2[CH2:9][C@@H:8]1[OH:57])=[O:6].C/C=C(/C(N[C@H]([C@@H](O)C(O[C@@H]1C(C)=C2C(C)(C)[C@](O)([C@@H](OC(C3C=CC=CC=3)=O)[C@@H]3[C@]4(OC(C)=O)CO[C@@H]4C[C@H](O)[C@@]3(C)C([C@@H]2OC(C)=O)=O)C1)=O)C1C=CC=CC=1)=O)\C, predict the reaction product. The product is: [CH3:1][C:2]1[C@@H:19]([O:20][C:21]([C@H:23]([OH:40])[C@@H:24]([NH:31][C:32]([C:34]2[CH:39]=[CH:38][CH:37]=[CH:36][CH:35]=2)=[O:33])[C:25]2[CH:26]=[CH:27][CH:28]=[CH:29][CH:30]=2)=[O:22])[CH2:18][C@:14]2([OH:41])[C:15]([CH3:16])([CH3:17])[C:3]=1[C@@H:4]([O:59][C:60]([CH3:62])=[O:61])[C:5]([C@@:7]1([CH3:58])[C@H:12]([C@@H:13]2[O:42][C:43]([C:45]2[CH:50]=[CH:49][CH:48]=[CH:47][CH:46]=2)=[O:44])[C@:11]2([O:53][C:54]([CH3:56])=[O:55])[CH2:51][O:52][C@@H:10]2[CH2:9][C@@H:8]1[OH:57])=[O:6].